Dataset: Catalyst prediction with 721,799 reactions and 888 catalyst types from USPTO. Task: Predict which catalyst facilitates the given reaction. (1) Reactant: C1(P(C2CCCCC2)C2C=CC=CC=2C2C(C(C)C)=CC(C(C)C)=CC=2C(C)C)CCCCC1.[O:35]1[CH2:40][CH2:39][N:38]([C:41]2[C:46]([NH2:47])=[CH:45][C:44]([N:48]3[CH2:53][CH2:52][O:51][CH2:50][CH2:49]3)=[CH:43][N:42]=2)[CH2:37][CH2:36]1.[F:54][C:55]([F:81])([F:80])[C:56]1[CH:61]=[C:60]([C:62]([F:65])([F:64])[F:63])[CH:59]=[CH:58][C:57]=1[C:66]1[C:75]([CH3:76])=[C:74](Cl)[C:73]2[C:68](=[CH:69][C:70]([F:79])=[CH:71][C:72]=2[F:78])[N:67]=1.CC(C)([O-])C.[Na+]. Product: [F:81][C:55]([F:54])([F:80])[C:56]1[CH:61]=[C:60]([C:62]([F:64])([F:65])[F:63])[CH:59]=[CH:58][C:57]=1[C:66]1[C:75]([CH3:76])=[C:74]([NH:47][C:46]2[C:41]([N:38]3[CH2:39][CH2:40][O:35][CH2:36][CH2:37]3)=[N:42][CH:43]=[C:44]([N:48]3[CH2:49][CH2:50][O:51][CH2:52][CH2:53]3)[CH:45]=2)[C:73]2[C:68](=[CH:69][C:70]([F:79])=[CH:71][C:72]=2[F:78])[N:67]=1. The catalyst class is: 101. (2) Reactant: [C-:1]#[N:2].[K+].CS(O[CH2:9][CH2:10][CH:11]([C:24]1[CH:29]=[CH:28][C:27]([CH3:30])=[CH:26][CH:25]=1)[C:12]1[C:20]2[C:15](=[C:16]([CH2:21][S:22][CH3:23])[CH:17]=[CH:18][CH:19]=2)[NH:14][CH:13]=1)(=O)=O. Product: [CH3:30][C:27]1[CH:26]=[CH:25][C:24]([CH:11]([C:12]2[C:20]3[C:15](=[C:16]([CH2:21][S:22][CH3:23])[CH:17]=[CH:18][CH:19]=3)[NH:14][CH:13]=2)[CH2:10][CH2:9][C:1]#[N:2])=[CH:29][CH:28]=1. The catalyst class is: 16. (3) Reactant: CS(O[CH2:6][CH2:7][CH2:8][O:9][C:10]1[CH:15]=[CH:14][C:13]([N:16]([C:25]2[CH:30]=[CH:29][C:28]([N:31]([C:40]3[CH:45]=[CH:44][C:43]([O:46][CH3:47])=[CH:42][CH:41]=3)[C:32]3[CH:37]=[CH:36][C:35]([O:38][CH3:39])=[CH:34][CH:33]=3)=[CH:27][CH:26]=2)[C:17]2[CH:22]=[CH:21][C:20]([O:23][CH3:24])=[CH:19][CH:18]=2)=[CH:12][CH:11]=1)(=O)=O.[Br-:48].[Li+].O1CCCC1. Product: [Br:48][CH2:6][CH2:7][CH2:8][O:9][C:10]1[CH:15]=[CH:14][C:13]([N:16]([C:17]2[CH:22]=[CH:21][C:20]([O:23][CH3:24])=[CH:19][CH:18]=2)[C:25]2[CH:30]=[CH:29][C:28]([N:31]([C:40]3[CH:45]=[CH:44][C:43]([O:46][CH3:47])=[CH:42][CH:41]=3)[C:32]3[CH:37]=[CH:36][C:35]([O:38][CH3:39])=[CH:34][CH:33]=3)=[CH:27][CH:26]=2)=[CH:12][CH:11]=1. The catalyst class is: 6. (4) Reactant: [CH3:1][O:2][C:3]1[CH:8]=[CH:7][C:6]([S:9]([N:12]2[C:20]3[C:15](=[CH:16][C:17]([O:21][CH3:22])=[CH:18][CH:19]=3)[C:14]([CH:23]=O)=[CH:13]2)(=[O:11])=[O:10])=[CH:5][CH:4]=1.C(O)(=O)[CH2:26][C:27]([OH:29])=[O:28].N1CCCCC1. Product: [CH3:1][O:2][C:3]1[CH:8]=[CH:7][C:6]([S:9]([N:12]2[C:20]3[C:15](=[CH:16][C:17]([O:21][CH3:22])=[CH:18][CH:19]=3)[C:14]([CH:23]=[CH:26][C:27]([OH:29])=[O:28])=[CH:13]2)(=[O:10])=[O:11])=[CH:5][CH:4]=1. The catalyst class is: 300. (5) Reactant: [Cl:1][C:2]1[CH:3]=[C:4]([C@@H:8]([OH:36])[CH2:9][N:10]([CH2:18][CH2:19][C:20]2[CH:25]=[CH:24][C:23]([S:26]([C:29]3[CH:34]=[CH:33][C:32]([OH:35])=[CH:31][CH:30]=3)(=[O:28])=[O:27])=[CH:22][CH:21]=2)[C:11](=[O:17])[O:12][C:13]([CH3:16])([CH3:15])[CH3:14])[CH:5]=[CH:6][CH:7]=1.C(=O)([O-])[O-].[K+].[K+].Br[CH2:44][C:45]([O:47][CH2:48][CH3:49])=[O:46].O. Product: [C:13]([O:12][C:11]([N:10]([CH2:18][CH2:19][C:20]1[CH:25]=[CH:24][C:23]([S:26]([C:29]2[CH:34]=[CH:33][C:32]([O:35][CH2:44][C:45]([O:47][CH2:48][CH3:49])=[O:46])=[CH:31][CH:30]=2)(=[O:28])=[O:27])=[CH:22][CH:21]=1)[CH2:9][C@@H:8]([C:4]1[CH:5]=[CH:6][CH:7]=[C:2]([Cl:1])[CH:3]=1)[OH:36])=[O:17])([CH3:15])([CH3:16])[CH3:14]. The catalyst class is: 9. (6) Reactant: FC(F)(F)S(O[C:7]1[C:8]([C:18](=[O:20])[CH3:19])=[N:9][C:10]2[C:15]([CH:16]=1)=[CH:14][C:13]([F:17])=[CH:12][CH:11]=2)(=O)=O.C([Sn](CCCC)(CCCC)[C:28]1[CH:33]=[CH:32][CH:31]=[CH:30][N:29]=1)CCC. Product: [F:17][C:13]1[CH:14]=[C:15]2[C:10](=[CH:11][CH:12]=1)[N:9]=[C:8]([C:18](=[O:20])[CH3:19])[C:7]([C:28]1[CH:33]=[CH:32][CH:31]=[CH:30][N:29]=1)=[CH:16]2. The catalyst class is: 77. (7) Reactant: [C:1]([O:5][C:6]([NH:8][C@H:9]([C:14]([OH:16])=O)[C@H:10]([CH2:12][CH3:13])[CH3:11])=[O:7])([CH3:4])([CH3:3])[CH3:2].Cl.CN(C)CCCN=C=NCC.O.ON1C2C=CC=CC=2N=N1.C(N(CC)C(C)C)(C)C.FC(F)(F)C(O)=O.[NH2:56][C@H:57]([C:59]([O:61][CH2:62][CH2:63][O:64][C:65]1[CH:70]=[CH:69][C:68]([C:71]2[C:76]([C:77]#[N:78])=[C:75]([N:79]3[CH2:83][CH2:82][CH2:81][CH2:80]3)[N:74]=[C:73]([S:84][CH2:85][C:86]3[N:87]=[C:88]([C:91]4[CH:96]=[CH:95][C:94]([Cl:97])=[CH:93][CH:92]=4)[S:89][CH:90]=3)[C:72]=2[C:98]#[N:99])=[CH:67][CH:66]=1)=[O:60])[CH3:58]. Product: [C:1]([O:5][C:6]([NH:8][C@H:9]([C:14]([NH:56][C@H:57]([C:59]([O:61][CH2:62][CH2:63][O:64][C:65]1[CH:70]=[CH:69][C:68]([C:71]2[C:76]([C:77]#[N:78])=[C:75]([N:79]3[CH2:80][CH2:81][CH2:82][CH2:83]3)[N:74]=[C:73]([S:84][CH2:85][C:86]3[N:87]=[C:88]([C:91]4[CH:92]=[CH:93][C:94]([Cl:97])=[CH:95][CH:96]=4)[S:89][CH:90]=3)[C:72]=2[C:98]#[N:99])=[CH:67][CH:66]=1)=[O:60])[CH3:58])=[O:16])[C@H:10]([CH2:12][CH3:13])[CH3:11])=[O:7])([CH3:2])([CH3:3])[CH3:4]. The catalyst class is: 3.